This data is from Peptide-MHC class I binding affinity with 185,985 pairs from IEDB/IMGT. The task is: Regression. Given a peptide amino acid sequence and an MHC pseudo amino acid sequence, predict their binding affinity value. This is MHC class I binding data. (1) The peptide sequence is IRFRYCAP. The MHC is HLA-B27:05 with pseudo-sequence HLA-B27:05. The binding affinity (normalized) is 0.566. (2) The peptide sequence is EKFFPSSSY. The MHC is HLA-B27:05 with pseudo-sequence HLA-B27:05. The binding affinity (normalized) is 0.0847. (3) The peptide sequence is IMPKAGLLIIV. The MHC is HLA-A68:02 with pseudo-sequence HLA-A68:02. The binding affinity (normalized) is 0.149. (4) The peptide sequence is VSDGGPNLY. The MHC is SLA-10401 with pseudo-sequence SLA-10401. The binding affinity (normalized) is 0.743. (5) The peptide sequence is FPRYHSIEL. The MHC is HLA-B08:01 with pseudo-sequence HLA-B08:01. The binding affinity (normalized) is 1.00. (6) The peptide sequence is QVPLRPMTYK. The MHC is HLA-B53:01 with pseudo-sequence HLA-B53:01. The binding affinity (normalized) is 0.0319. (7) The peptide sequence is FLPSDYFPSV. The MHC is HLA-B15:01 with pseudo-sequence HLA-B15:01. The binding affinity (normalized) is 0.178. (8) The peptide sequence is LSVLAPLV. The binding affinity (normalized) is 0.317. The MHC is Mamu-A02 with pseudo-sequence Mamu-A02.